This data is from Full USPTO retrosynthesis dataset with 1.9M reactions from patents (1976-2016). The task is: Predict the reactants needed to synthesize the given product. (1) The reactants are: [NH2:1][C:2]1[N:6]([CH3:7])[N:5]=[C:4]([CH3:8])[CH:3]=1.[C:9](OC(=O)C)(=[O:11])[CH3:10].O.C(=O)(O)[O-].[Na+]. Given the product [C:9]([NH:1][C:2]1[N:6]([CH3:7])[N:5]=[C:4]([CH3:8])[CH:3]=1)(=[O:11])[CH3:10], predict the reactants needed to synthesize it. (2) Given the product [Cl:8][C:3]1[CH:4]=[CH:5][CH:6]=[CH:7][C:2]=1[C:14]#[C:13][Si:10]([CH3:12])([CH3:11])[CH3:9], predict the reactants needed to synthesize it. The reactants are: Br[C:2]1[CH:7]=[CH:6][CH:5]=[CH:4][C:3]=1[Cl:8].[CH3:9][Si:10]([C:13]#[CH:14])([CH3:12])[CH3:11].Cl. (3) Given the product [Cl:3][C:4]1[N:9]=[CH:8][C:7]2[C:10]([C:32]3([CH3:34])[CH2:33][C:36]3([F:38])[F:35])=[N:11][N:12]([C:13]([C:14]3[CH:15]=[CH:16][CH:17]=[CH:18][CH:19]=3)([C:20]3[CH:21]=[CH:22][CH:23]=[CH:24][CH:25]=3)[C:26]3[CH:31]=[CH:30][CH:29]=[CH:28][CH:27]=3)[C:6]=2[CH:5]=1, predict the reactants needed to synthesize it. The reactants are: [Na+].[I-].[Cl:3][C:4]1[N:9]=[CH:8][C:7]2[C:10]([C:32]([CH3:34])=[CH2:33])=[N:11][N:12]([C:13]([C:26]3[CH:31]=[CH:30][CH:29]=[CH:28][CH:27]=3)([C:20]3[CH:25]=[CH:24][CH:23]=[CH:22][CH:21]=3)[C:14]3[CH:19]=[CH:18][CH:17]=[CH:16][CH:15]=3)[C:6]=2[CH:5]=1.[F:35][C:36]([Si](C)(C)C)([F:38])F. (4) Given the product [CH3:5][NH:6][CH2:8][CH2:9][C@H:10]([O:16][C:17]1[CH:18]=[CH:19][CH:20]=[C:21]2[CH:22]=[CH:23][CH:24]=[CH:25][C:26]=12)[C:11]1[S:12][CH:13]=[CH:14][CH:15]=1.[ClH:1], predict the reactants needed to synthesize it. The reactants are: [Cl:1]C(O[C:5](=O)[N:6]([CH2:8][CH2:9][C@H:10]([O:16][C:17]1[C:26]2[C:21](=[CH:22][CH:23]=[CH:24][CH:25]=2)[CH:20]=[CH:19][CH:18]=1)[C:11]1[S:12][CH:13]=[CH:14][CH:15]=1)C)C. (5) Given the product [CH3:3][O:2][CH2:8][CH2:7][N:9]([CH3:12])[C:10](=[O:16])[CH3:11], predict the reactants needed to synthesize it. The reactants are: C[O:2][CH2:3]CNC.[CH2:7]([N:9]([CH2:12]C)[CH2:10][CH3:11])[CH3:8].C(Cl)(=[O:16])C. (6) Given the product [CH2:1]([O:3][C:4]([C:6]1[N:7]=[CH:8][N:9]([CH:17]2[C:22](=[O:23])[CH2:21][CH2:20][N:19]([C:24]([O:26][CH2:27][C:28]3[CH:33]=[CH:32][CH:31]=[CH:30][CH:29]=3)=[O:25])[CH2:18]2)[C:10]=1[C:11]1[CH:12]=[CH:13][CH:14]=[CH:15][CH:16]=1)=[O:5])[CH3:2], predict the reactants needed to synthesize it. The reactants are: [CH2:1]([O:3][C:4]([C:6]1[N:7]=[CH:8][N:9]([C@H:17]2[C@H:22]([OH:23])[CH2:21][CH2:20][N:19]([C:24]([O:26][CH2:27][C:28]3[CH:33]=[CH:32][CH:31]=[CH:30][CH:29]=3)=[O:25])[CH2:18]2)[C:10]=1[C:11]1[CH:16]=[CH:15][CH:14]=[CH:13][CH:12]=1)=[O:5])[CH3:2].C(N(CC)CC)C.N1C=CC=CC=1.O. (7) Given the product [Cl:1][C:2]1[CH:7]=[CH:6][C:5]([CH2:8][O:16][CH3:15])=[N+:4]([O-:10])[C:3]=1[C:11]([O:13][CH3:14])=[O:12], predict the reactants needed to synthesize it. The reactants are: [Cl:1][C:2]1[CH:7]=[CH:6][C:5]([CH2:8]Cl)=[N+:4]([O-:10])[C:3]=1[C:11]([O:13][CH3:14])=[O:12].[CH3:15][O-:16].[Na+]. (8) Given the product [N:8]1([C:7]2[CH:31]=[CH:30][C:4]([C:3]#[C:1][C:2]3[CH:22]=[CH:21][C:20]([CH2:19][C:18]([O:17][CH3:16])=[O:27])=[CH:25][CH:24]=3)=[C:5]([CH3:15])[C:6]=2[CH3:13])[CH:12]=[CH:11][N:10]=[CH:9]1, predict the reactants needed to synthesize it. The reactants are: [C:1]([C:3]1C=[CH:13][C:6]([CH2:7][N:8]2[CH:12]=[CH:11][N:10]=[CH:9]2)=[C:5]([CH3:15])[CH:4]=1)#[CH:2].[CH3:16][O:17][C:18](=[O:27])[CH2:19][C:20]1[CH:25]=[CH:24]C(I)=[CH:22][CH:21]=1.CO.[CH3:30][CH2:31]OC(C)=O. (9) Given the product [Br:1][CH2:21][C:15]1[CH:14]=[C:13]([C:9]([CH3:12])([CH3:11])[CH3:10])[CH:18]=[CH:17][C:16]=1[O:19][CH3:20], predict the reactants needed to synthesize it. The reactants are: [Br:1]N1C(=O)CCC1=O.[C:9]([C:13]1[CH:18]=[CH:17][C:16]([O:19][CH3:20])=[C:15]([CH3:21])[CH:14]=1)([CH3:12])([CH3:11])[CH3:10]. (10) Given the product [CH3:35][C:30]1[NH:31][C:32](=[O:34])[NH:33][C:29]=1[C:27]([C:24]1[CH:23]=[CH:22][C:21]([O:15][CH2:14][CH2:13][CH2:12][O:11][C:10]2[CH:16]=[CH:17][CH:18]=[CH:19][C:9]=2[O:8][CH2:7][C:1]2[CH:2]=[CH:3][CH:4]=[CH:5][CH:6]=2)=[CH:26][CH:25]=1)=[O:28], predict the reactants needed to synthesize it. The reactants are: [C:1]1([CH2:7][O:8][C:9]2[CH:19]=[CH:18][CH:17]=[CH:16][C:10]=2[O:11][CH2:12][CH2:13][CH2:14][OH:15])[CH:6]=[CH:5][CH:4]=[CH:3][CH:2]=1.O[C:21]1[CH:26]=[CH:25][C:24]([C:27]([C:29]2[NH:33][C:32](=[O:34])[NH:31][C:30]=2[CH3:35])=[O:28])=[CH:23][CH:22]=1.N(C(OCC)=O)=NC(OCC)=O.C(P(CC)CC)C.